Dataset: Full USPTO retrosynthesis dataset with 1.9M reactions from patents (1976-2016). Task: Predict the reactants needed to synthesize the given product. (1) Given the product [NH2:14][C:12]1[CH:11]=[CH:10][C:9]([S:21]([NH:25][C:26]2[CH:27]=[CH:28][C:29]3[CH2:33][O:32][B:31]([OH:34])[C:30]=3[CH:35]=2)(=[O:22])=[O:23])=[C:8]([CH2:7][C:4]2[O:5][CH:6]=[C:2]([CH3:1])[N:3]=2)[CH:13]=1, predict the reactants needed to synthesize it. The reactants are: [CH3:1][C:2]1[N:3]=[C:4]([CH2:7][C:8]2[CH:13]=[C:12]([NH:14]C(=O)C(F)(F)F)[CH:11]=[CH:10][C:9]=2[S:21](Cl)(=[O:23])=[O:22])[O:5][CH:6]=1.[NH2:25][C:26]1[CH:27]=[CH:28][C:29]2[CH2:33][O:32][B:31]([OH:34])[C:30]=2[CH:35]=1.N1C=CC=CC=1. (2) Given the product [CH3:21][C:20]1[N:37]2[N:38]=[CH:39][C:40]([C:41]([O:43][CH2:44][CH3:45])=[O:42])=[C:36]2[N:35]=[CH:18][C:17]=1[CH2:16][C:15]1[CH:23]=[CH:24][CH:25]=[C:13]([C:12]([F:27])([F:26])[F:11])[CH:14]=1, predict the reactants needed to synthesize it. The reactants are: C(Cl)(=O)C(Cl)=O.CS(C)=O.[F:11][C:12]([F:27])([F:26])[C:13]1[CH:14]=[C:15]([CH:23]=[CH:24][CH:25]=1)[CH2:16][CH:17]([CH:20](O)[CH3:21])[CH2:18]O.C(N(CC)CC)C.[NH2:35][C:36]1[C:40]([C:41]([O:43][CH2:44][CH3:45])=[O:42])=[CH:39][NH:38][N:37]=1. (3) Given the product [N:22]1[NH:21][N:20]=[N:19][C:18]=1[C:15]1[CH:16]=[CH:17][C:12]([C:9]2[N:8]([C:23]3[CH:28]=[CH:27][C:26]([C:29](=[O:31])[NH2:30])=[CH:25][C:24]=3[CH3:32])[C:7]([CH2:6][CH2:5][C:4]([OH:33])=[O:3])=[CH:11][CH:10]=2)=[CH:13][CH:14]=1, predict the reactants needed to synthesize it. The reactants are: C([O:3][C:4](=[O:33])[CH2:5][CH2:6][C:7]1[N:8]([C:23]2[CH:28]=[CH:27][C:26]([C:29](=[O:31])[NH2:30])=[CH:25][C:24]=2[CH3:32])[C:9]([C:12]2[CH:17]=[CH:16][C:15]([C:18]3[N:19]=[N:20][NH:21][N:22]=3)=[CH:14][CH:13]=2)=[CH:10][CH:11]=1)C.[OH-].[Li+]. (4) Given the product [F:20][C:17]([F:18])([F:19])[C:12]([C:3]1[CH:4]=[CH:5][C:6]2[C:11](=[CH:10][CH:9]=[CH:8][CH:7]=2)[C:2]=1[NH:1][C:26]([CH:22]1[CH2:25][CH2:24][CH2:23]1)=[O:27])([OH:21])[C:13]([F:14])([F:15])[F:16], predict the reactants needed to synthesize it. The reactants are: [NH2:1][C:2]1[C:11]2[C:6](=[CH:7][CH:8]=[CH:9][CH:10]=2)[CH:5]=[CH:4][C:3]=1[C:12]([OH:21])([C:17]([F:20])([F:19])[F:18])[C:13]([F:16])([F:15])[F:14].[CH:22]1([C:26](Cl)=[O:27])[CH2:25][CH2:24][CH2:23]1. (5) Given the product [F:30][C:25]1[CH:24]=[C:23]([C:18]2[CH:19]=[CH:20][CH:21]=[CH:22][C:17]=2[CH2:16][C:12]2[N:11]3[CH2:31][CH2:32][N:33]([CH:36]([CH3:38])[CH3:37])[C:34](=[O:35])[C:10]3=[C:9]([OH:8])[C:14](=[O:15])[N:13]=2)[CH:28]=[CH:27][C:26]=1[F:29], predict the reactants needed to synthesize it. The reactants are: C([O:8][C:9]1[C:14](=[O:15])[N:13]=[C:12]([CH2:16][C:17]2[CH:22]=[CH:21][CH:20]=[CH:19][C:18]=2[C:23]2[CH:28]=[CH:27][C:26]([F:29])=[C:25]([F:30])[CH:24]=2)[N:11]2[CH2:31][CH2:32][N:33]([CH:36]([CH3:38])[CH3:37])[C:34](=[O:35])[C:10]=12)C1C=CC=CC=1. (6) Given the product [F:1][C:2]1[C:16]2[CH2:15][CH2:14][C:9]3=[N:10][CH:11]=[CH:12][CH:13]=[C:8]3[CH:7]([NH2:17])[C:6]=2[CH:5]=[CH:4][CH:3]=1, predict the reactants needed to synthesize it. The reactants are: [F:1][C:2]1[C:16]2[CH2:15][CH2:14][C:9]3=[N:10][CH:11]=[CH:12][CH:13]=[C:8]3[C:7](=[N:17]O)[C:6]=2[CH:5]=[CH:4][CH:3]=1.CCOCC.[OH-].[Na+].